From a dataset of Catalyst prediction with 721,799 reactions and 888 catalyst types from USPTO. Predict which catalyst facilitates the given reaction. Reactant: CC1(C)C(C)(C)OB([C:9]2[CH:22]=[C:21]3[C:12]([C:13]4[CH:14]=[CH:15][C:16]([C:23]5[NH:27][C:26]([CH:28]6[CH:33]7[CH2:34][CH:30]([CH2:31][CH2:32]7)[N:29]6[C:35]([O:37][C:38]([CH3:41])([CH3:40])[CH3:39])=[O:36])=[N:25][CH:24]=5)=[CH:17][C:18]=4[CH2:19][CH2:20]3)=[CH:11][CH:10]=2)O1.Br[C:44]1[NH:48][C:47]([C@@H:49]2[CH2:53][CH2:52][CH2:51][N:50]2[C:54](=[O:64])[C@@H:55]([NH:59][C:60](=[O:63])[O:61][CH3:62])[CH:56]([CH3:58])[CH3:57])=[N:46][CH:45]=1.C([O-])(O)=O.[Na+]. Product: [CH3:62][O:61][C:60]([NH:59][C@@H:55]([CH:56]([CH3:58])[CH3:57])[C:54]([N:50]1[CH2:51][CH2:52][CH2:53][C@H:49]1[C:47]1[NH:48][C:44]([C:9]2[CH:22]=[C:21]3[C:12]([C:13]4[CH:18]=[CH:17][C:16]([C:23]5[NH:27][C:26]([C@@H:28]6[C@@H:33]7[CH2:34][C@@H:30]([CH2:31][CH2:32]7)[N:29]6[C:35]([O:37][C:38]([CH3:39])([CH3:40])[CH3:41])=[O:36])=[N:25][CH:24]=5)=[CH:15][C:14]=4[CH2:19][CH2:20]3)=[CH:11][CH:10]=2)=[CH:45][N:46]=1)=[O:64])=[O:63]. The catalyst class is: 276.